Predict the product of the given reaction. From a dataset of Forward reaction prediction with 1.9M reactions from USPTO patents (1976-2016). (1) Given the reactants [C:1]([Si:5]([CH3:33])([CH3:32])[O:6][CH:7]([C:26]1[CH:31]=[CH:30][CH:29]=[CH:28][CH:27]=1)[C:8]([C:10]1[CH:25]=[CH:24][C:13]2[N:14]=[C:15](Cl)[N:16]([S:17]([CH:20]([CH3:22])[CH3:21])(=[O:19])=[O:18])[C:12]=2[CH:11]=1)=[O:9])([CH3:4])([CH3:3])[CH3:2].[CH2:34]([NH2:36])[CH3:35], predict the reaction product. The product is: [C:1]([Si:5]([CH3:33])([CH3:32])[O:6][CH:7]([C:26]1[CH:31]=[CH:30][CH:29]=[CH:28][CH:27]=1)[C:8]([C:10]1[CH:25]=[CH:24][C:13]2[N:14]=[C:15]([NH:36][CH2:34][CH3:35])[N:16]([S:17]([CH:20]([CH3:22])[CH3:21])(=[O:19])=[O:18])[C:12]=2[CH:11]=1)=[O:9])([CH3:4])([CH3:3])[CH3:2]. (2) Given the reactants [CH3:1][S:2][C:3]1[CH:4]=[C:5](B(O)O)[CH:6]=[CH:7][CH:8]=1.[Br:12][C:13]1[CH:14]=[N:15][CH:16]=[C:17](Br)[CH:18]=1, predict the reaction product. The product is: [Br:12][C:13]1[CH:14]=[N:15][CH:16]=[C:17]([C:5]2[CH:6]=[CH:7][CH:8]=[C:3]([S:2][CH3:1])[CH:4]=2)[CH:18]=1. (3) Given the reactants [F:1][C:2]([F:13])([F:12])[O:3][C:4]1[CH:5]=[C:6]([CH:9]=[CH:10][CH:11]=1)[CH:7]=O.[CH:14]1([NH2:17])[CH2:16][CH2:15]1, predict the reaction product. The product is: [CH:14]1([NH:17][CH2:7][C:6]2[CH:9]=[CH:10][CH:11]=[C:4]([O:3][C:2]([F:13])([F:12])[F:1])[CH:5]=2)[CH2:16][CH2:15]1. (4) The product is: [C:27]([NH:26][S:23]([C:19]1[CH:20]=[CH:21][CH:22]=[C:17]([C:16]2[N:11]3[N:10]=[C:9]([NH:8][C:5]4[CH:6]=[CH:7][C:2]([O:39][CH2:38][CH2:37][N:32]5[CH2:36][CH2:35][CH2:34][CH2:33]5)=[CH:3][CH:4]=4)[N:31]=[C:12]3[CH:13]=[CH:14][CH:15]=2)[CH:18]=1)(=[O:25])=[O:24])([CH3:30])([CH3:29])[CH3:28]. Given the reactants Br[C:2]1[CH:7]=[CH:6][C:5]([NH:8][C:9]2[N:31]=[C:12]3[CH:13]=[CH:14][CH:15]=[C:16]([C:17]4[CH:18]=[C:19]([S:23]([NH:26][C:27]([CH3:30])([CH3:29])[CH3:28])(=[O:25])=[O:24])[CH:20]=[CH:21][CH:22]=4)[N:11]3[N:10]=2)=[CH:4][CH:3]=1.[N:32]1([CH2:37][CH2:38][OH:39])[CH2:36][CH2:35][CH2:34][CH2:33]1, predict the reaction product. (5) Given the reactants [Br:1][C:2]1[CH:11]=[CH:10][CH:9]=[C:8]2[C:3]=1[CH2:4][CH2:5][CH2:6]/[C:7]/2=[N:12]\O.CC(C[AlH]CC(C)C)C.CCCCCC.[F-].[Na+].Cl, predict the reaction product. The product is: [Br:1][C:2]1[C:3]2[CH2:4][CH2:5][CH2:6][CH2:7][NH:12][C:8]=2[CH:9]=[CH:10][CH:11]=1.